From a dataset of Forward reaction prediction with 1.9M reactions from USPTO patents (1976-2016). Predict the product of the given reaction. Given the reactants [CH:1]1([C:4]2[N:8]=[C:7]([C:9]3[C:17]4[CH2:16][CH2:15][S:14](=[O:19])(=[O:18])[CH2:13][C:12]=4[S:11][C:10]=3[NH2:20])[O:6][N:5]=2)[CH2:3][CH2:2]1.[C:21]12[C:29](=[O:30])[O:28][C:26](=[O:27])[C:22]=1[CH2:23][CH2:24][CH2:25]2, predict the reaction product. The product is: [CH:1]1([C:4]2[N:8]=[C:7]([C:9]3[C:17]4[CH2:16][CH2:15][S:14](=[O:19])(=[O:18])[CH2:13][C:12]=4[S:11][C:10]=3[NH:20][C:29]([C:21]3[CH2:25][CH2:24][CH2:23][C:22]=3[C:26]([OH:28])=[O:27])=[O:30])[O:6][N:5]=2)[CH2:3][CH2:2]1.